This data is from Forward reaction prediction with 1.9M reactions from USPTO patents (1976-2016). The task is: Predict the product of the given reaction. (1) Given the reactants [C:1]([C:3]1[CH:4]=[C:5]([NH:21][C:22]2[N:27]=[C:26]([O:28][C:29]3[C:38]4[C:33](=[CH:34][CH:35]=[CH:36][CH:37]=4)[C:32]([NH:39]C(=O)OC(C)(C)C)=[CH:31][CH:30]=3)[CH:25]=[CH:24][N:23]=2)[CH:6]=[C:7]([C:9](=[O:20])[NH:10][C@H:11]([CH3:19])[CH2:12][N:13]2[CH2:18][CH2:17][O:16][CH2:15][CH2:14]2)[CH:8]=1)#[CH:2].C(O)(C(F)(F)F)=O, predict the reaction product. The product is: [NH2:39][C:32]1[C:33]2[C:38](=[CH:37][CH:36]=[CH:35][CH:34]=2)[C:29]([O:28][C:26]2[CH:25]=[CH:24][N:23]=[C:22]([NH:21][C:5]3[CH:6]=[C:7]([CH:8]=[C:3]([C:1]#[CH:2])[CH:4]=3)[C:9]([NH:10][C@H:11]([CH3:19])[CH2:12][N:13]3[CH2:14][CH2:15][O:16][CH2:17][CH2:18]3)=[O:20])[N:27]=2)=[CH:30][CH:31]=1. (2) The product is: [F:16][C:17]1[CH:18]=[C:19]([C:23]2[N:24]=[C:25]([CH:28]3[CH2:33][CH2:32][N:31]([C:8]([NH:7][C:2]4[CH:3]=[N:4][CH:5]=[CH:6][N:1]=4)=[O:15])[CH2:30][CH2:29]3)[S:26][CH:27]=2)[CH:20]=[CH:21][CH:22]=1. Given the reactants [N:1]1[CH:6]=[CH:5][N:4]=[CH:3][C:2]=1[NH:7][C:8](=[O:15])OCC(Cl)(Cl)Cl.[F:16][C:17]1[CH:18]=[C:19]([C:23]2[N:24]=[C:25]([CH:28]3[CH2:33][CH2:32][NH:31][CH2:30][CH2:29]3)[S:26][CH:27]=2)[CH:20]=[CH:21][CH:22]=1.C(N(C(C)C)CC)(C)C.O, predict the reaction product. (3) Given the reactants C([O:9][C@@H:10]1[CH2:17][N:16]2[C@:12]([CH2:29][C:30]3[CH:35]=[CH:34][C:33]([Br:36])=[CH:32][CH:31]=3)([C:13]([CH2:27][CH3:28])=[C:14]([C:19]3[CH:24]=[C:23]([Cl:25])[CH:22]=[C:21]([Cl:26])[CH:20]=3)[C:15]2=[O:18])[CH2:11]1)(=O)C1C=CC=CC=1.[OH-].[Na+], predict the reaction product. The product is: [Br:36][C:33]1[CH:32]=[CH:31][C:30]([CH2:29][C@:12]23[C:13]([CH2:27][CH3:28])=[C:14]([C:19]4[CH:20]=[C:21]([Cl:26])[CH:22]=[C:23]([Cl:25])[CH:24]=4)[C:15](=[O:18])[N:16]2[CH2:17][C@@H:10]([OH:9])[CH2:11]3)=[CH:35][CH:34]=1. (4) Given the reactants [Cl:1][C:2]1[CH:7]=[CH:6][CH:5]=[CH:4][C:3]=1[CH2:8][CH2:9][C:10]([NH:12][C:13]1[C:22]([Cl:23])=[CH:21][CH:20]=[C:19]2[C:14]=1[CH:15]=[CH:16][C:17](Cl)=[N:18]2)=[O:11].[NH:25]1[CH2:29][CH2:28][C@H:27]([NH2:30])[CH2:26]1, predict the reaction product. The product is: [NH2:30][C@H:27]1[CH2:28][CH2:29][N:25]([C:17]2[CH:16]=[CH:15][C:14]3[C:19](=[CH:20][CH:21]=[C:22]([Cl:23])[C:13]=3[NH:12][C:10](=[O:11])[CH2:9][CH2:8][C:3]3[CH:4]=[CH:5][CH:6]=[CH:7][C:2]=3[Cl:1])[N:18]=2)[CH2:26]1.